Dataset: Reaction yield outcomes from USPTO patents with 853,638 reactions. Task: Predict the reaction yield, written as a fraction of the theoretical maximum amount of product (1.0 means a 100% yield; for example, 0.34 means a 34% yield). (1) The reactants are [C:1]([O:5][C:6]([NH:8][C@H:9]([C:14]1[CH:19]=[CH:18][C:17]([OH:20])=[CH:16][CH:15]=1)[C:10]([O:12][CH3:13])=[O:11])=[O:7])([CH3:4])([CH3:3])[CH3:2].[CH3:21][C@@H:22]([CH2:25][CH3:26])[CH2:23]O.C1(P(C2C=CC=CC=2)C2C=CC=CC=2)C=CC=CC=1.CC(OC(/N=N/C(OC(C)C)=O)=O)C. The catalyst is O1CCCC1. The product is [C:1]([O:5][C:6]([NH:8][C@H:9]([C:14]1[CH:19]=[CH:18][C:17]([O:20][CH2:21][C@@H:22]([CH3:23])[CH2:25][CH3:26])=[CH:16][CH:15]=1)[C:10]([O:12][CH3:13])=[O:11])=[O:7])([CH3:4])([CH3:2])[CH3:3]. The yield is 0.800. (2) The reactants are Br[C:2]1[CH:3]=[C:4]([C:8]2[N:12]([CH3:13])[N:11]=[C:10]([C:14]([N:16]3[CH2:20][CH2:19][CH:18]([N:21]([CH2:24][CH3:25])[CH2:22][CH3:23])[CH2:17]3)=[O:15])[C:9]=2[CH3:26])[CH:5]=[CH:6][CH:7]=1.[Cl:27][C:28]1[CH:29]=[C:30](B(O)O)[CH:31]=[CH:32][C:33]=1[Cl:34]. No catalyst specified. The product is [Cl:27][C:28]1[CH:29]=[C:30]([C:2]2[CH:7]=[CH:6][CH:5]=[C:4]([C:8]3[N:12]([CH3:13])[N:11]=[C:10]([C:14]([N:16]4[CH2:20][CH2:19][CH:18]([N:21]([CH2:22][CH3:23])[CH2:24][CH3:25])[CH2:17]4)=[O:15])[C:9]=3[CH3:26])[CH:3]=2)[CH:31]=[CH:32][C:33]=1[Cl:34]. The yield is 0.550. (3) The reactants are [Br:1][C:2]1[CH:3]=[C:4]([CH:8]=[C:9]([C:11]([O:13][CH3:14])=[O:12])[CH:10]=1)[C:5](O)=[O:6].O=S(Cl)Cl.[NH3:19]. The catalyst is C1COCC1. The product is [Br:1][C:2]1[CH:10]=[C:9]([CH:8]=[C:4]([C:5](=[O:6])[NH2:19])[CH:3]=1)[C:11]([O:13][CH3:14])=[O:12]. The yield is 0.940. (4) The reactants are [OH:1][C:2]1[CH:7]=[CH:6][C:5]([N:8]2[C:13](=[O:14])[C:12]([CH2:15][C:16]3[CH:21]=[CH:20][C:19]([C:22]4[C:23]([C:28]#[N:29])=[CH:24][CH:25]=[CH:26][CH:27]=4)=[CH:18][CH:17]=3)=[C:11]([CH2:30][CH2:31][CH3:32])[N:10]=[C:9]2[CH3:33])=[CH:4][CH:3]=1.[Si]([O:41][CH:42]1[CH2:47][CH2:46][CH:45](O)[CH2:44][C:43]1([CH3:50])[CH3:49])(C(C)(C)C)(C)C.C1(P(C2C=CC=CC=2)C2C=CC=CC=2)C=CC=CC=1.[N:71]([C:72]([O:74]C(C)C)=[O:73])=[N:71][C:72]([O:74]C(C)C)=[O:73]. The catalyst is O1CCCC1.O.C(OCC)(=O)C. The product is [OH:41][CH:42]1[CH2:47][CH2:46][CH:45]([O:1][C:2]2[CH:3]=[CH:4][C:5]([N:8]3[C:13](=[O:14])[C:12]([CH2:15][C:16]4[CH:21]=[CH:20][C:19]([C:22]5[CH:27]=[CH:26][CH:25]=[CH:24][C:23]=5[C:28]5[NH:71][C:72](=[O:73])[O:74][N:29]=5)=[CH:18][CH:17]=4)=[C:11]([CH2:30][CH2:31][CH3:32])[N:10]=[C:9]3[CH3:33])=[CH:6][CH:7]=2)[CH2:44][C:43]1([CH3:49])[CH3:50]. The yield is 0.460. (5) The reactants are [CH2:1]([CH:3]([CH2:13][CH2:14][CH2:15][CH3:16])[CH2:4][O:5][C:6](=[O:12])/[CH:7]=[CH:8]\[C:9]([O-:11])=[O:10])[CH3:2].P(Cl)(Cl)(Cl)(Cl)[Cl:18]. No catalyst specified. The product is [Cl-:18].[CH2:1]([CH:3]([CH2:13][CH2:14][CH2:15][CH3:16])[CH2:4][O:5][C:6](=[O:12])/[CH:7]=[CH:8]\[C:9]([OH:11])=[O:10])[CH3:2]. The yield is 0.920. (6) The reactants are C(=O)([O-])O.[Na+:5].[Cl:6][C:7]1[CH:44]=[CH:43][C:10]2[N:11]([C:24](=[O:42])[C:25]3[CH:30]=[CH:29][C:28]([NH:31][C:32](=[O:40])[C:33]4[CH:38]=[CH:37][CH:36]=[CH:35][C:34]=4[CH3:39])=[CH:27][C:26]=3[CH3:41])[CH2:12][CH2:13][CH2:14][CH:15]([CH:16]([CH2:20][C:21]([O-:23])=[O:22])[C:17]([O-:19])=[O:18])[C:9]=2[CH:8]=1. The catalyst is CO. The product is [Cl:6][C:7]1[CH:44]=[CH:43][C:10]2[N:11]([C:24](=[O:42])[C:25]3[CH:30]=[CH:29][C:28]([NH:31][C:32](=[O:40])[C:33]4[CH:38]=[CH:37][CH:36]=[CH:35][C:34]=4[CH3:39])=[CH:27][C:26]=3[CH3:41])[CH2:12][CH2:13][CH2:14][CH:15]([CH:16]([CH2:20][C:21]([O-:23])=[O:22])[C:17]([O-:19])=[O:18])[C:9]=2[CH:8]=1.[Na+:5].[Na+:5]. The yield is 0.940. (7) The reactants are [CH3:1][C:2]1[CH:7]=[CH:6][C:5]([S:8]([NH2:11])(=[O:10])=[O:9])=[C:4]([NH2:12])[CH:3]=1.[I:13]Cl. The catalyst is C(Cl)(Cl)Cl. The product is [I:13][C:7]1[C:2]([CH3:1])=[CH:3][C:4]([NH2:12])=[C:5]([S:8]([NH2:11])(=[O:9])=[O:10])[CH:6]=1. The yield is 0.620. (8) The reactants are [C:1]([O:5][C:6](=[O:12])[NH:7][CH2:8][CH2:9][CH2:10][OH:11])([CH3:4])([CH3:3])[CH3:2].CC(OI1(OC(C)=O)(OC(C)=O)OC(=O)C2C=CC=CC1=2)=O. The catalyst is C(Cl)Cl.CCOCC. The product is [C:1]([O:5][C:6](=[O:12])[NH:7][CH2:8][CH2:9][CH:10]=[O:11])([CH3:4])([CH3:2])[CH3:3]. The yield is 0.910.